Dataset: Caco-2 cell permeability data measuring drug intestinal absorption for ~900 compounds. Task: Regression/Classification. Given a drug SMILES string, predict its absorption, distribution, metabolism, or excretion properties. Task type varies by dataset: regression for continuous measurements (e.g., permeability, clearance, half-life) or binary classification for categorical outcomes (e.g., BBB penetration, CYP inhibition). For this dataset (caco2_wang), we predict Y. (1) The drug is C.CC(C)n1c(N)nc2ccc(/C(=C/C(N)=O)c3cccc(F)c3F)cc21. The Y is -5.30 log Papp (cm/s). (2) The compound is NC(=O)c1c(F)ccc(OCc2nc3cc(Cl)cnc3s2)c1F. The Y is -4.31 log Papp (cm/s). (3) The compound is CC(=O)c1cccc(NC(=O)N[C@@H]2CCCC[C@H]2CN2CCC[C@@H](Cc3ccc(F)cc3)C2)c1. The Y is -4.96 log Papp (cm/s). (4) The molecule is CCC[C@H](NC(=O)[C@@H]1[C@H]2CCC[C@H]2CN1C(=O)[C@@H](NC(=O)[C@@H](NC(=O)c1cnccn1)C1CCCCC1)C(C)(C)C)C(=O)C(=O)NC1CC1. The Y is -5.39 log Papp (cm/s). (5) The compound is NC(=O)N1C(=O)C(C(=O)c2cccs2)c2cc(Cl)ccc21. The Y is -4.57 log Papp (cm/s). (6) The Y is -4.63 log Papp (cm/s). The drug is CCC1(c2ccccc2)C(=O)NC(=O)NC1=O. (7) The drug is C=C(c1ccccc1)C1OCC(NC(=O)Cc2ccccc2)CO1. The Y is -5.05 log Papp (cm/s). (8) The drug is CC(C)NC[C@H](COc1cccc2ccccc12)OC(=O)C1CC1. The Y is -4.51 log Papp (cm/s). (9) The drug is O=c1cc(-c2ccc(O)cc2)oc2cc(O)cc(O)c12. The Y is -4.98 log Papp (cm/s). (10) The drug is CC(C)CC(NC(=O)CN)C(=O)OC[C@@H]1O[C@H](n2cc(F)c(=O)[nH]c2=O)C[C@H]1O. The Y is -5.20 log Papp (cm/s).